This data is from Full USPTO retrosynthesis dataset with 1.9M reactions from patents (1976-2016). The task is: Predict the reactants needed to synthesize the given product. (1) Given the product [F:73][C:72]([F:75])([F:74])[CH2:71][NH:70][C:68]([CH2:67][NH:66][C:27]([C:24]1[C:23]2[N:19]([CH:20]=[CH:21][CH:22]=2)[C:18]([C:15]2[CH2:14][C:13]([C:5]3[CH:6]=[C:7]([C:9]([F:10])([F:11])[F:12])[CH:8]=[C:3]([C:2]([F:35])([F:34])[F:1])[CH:4]=3)([C:30]([F:33])([F:32])[F:31])[O:17][N:16]=2)=[CH:26][CH:25]=1)=[O:29])=[O:69], predict the reactants needed to synthesize it. The reactants are: [F:1][C:2]([F:35])([F:34])[C:3]1[CH:4]=[C:5]([C:13]2([C:30]([F:33])([F:32])[F:31])[O:17][N:16]=[C:15]([C:18]3[N:19]4[C:23]([C:24]([C:27]([OH:29])=O)=[CH:25][CH:26]=3)=[CH:22][CH:21]=[CH:20]4)[CH2:14]2)[CH:6]=[C:7]([C:9]([F:12])([F:11])[F:10])[CH:8]=1.Cl.C(N=C=NCCCN(C)C)C.O.ON1C2C=CC=CC=2N=N1.CN1CCOCC1.[NH2:66][CH2:67][C:68]([NH:70][CH2:71][C:72]([F:75])([F:74])[F:73])=[O:69]. (2) Given the product [Cl:11][C:6]1[CH:5]=[C:4]([NH:12][C:13]([C:15]2[CH:24]=[CH:23][C:18]([C:19]([OH:21])=[O:20])=[CH:17][N:16]=2)=[O:14])[CH:3]=[C:2]([Cl:1])[C:7]=1[O:8][CH2:9][CH3:10], predict the reactants needed to synthesize it. The reactants are: [Cl:1][C:2]1[CH:3]=[C:4]([NH:12][C:13]([C:15]2[CH:24]=[CH:23][C:18]([C:19]([O:21]C)=[O:20])=[CH:17][N:16]=2)=[O:14])[CH:5]=[C:6]([Cl:11])[C:7]=1[O:8][CH2:9][CH3:10]. (3) Given the product [C:9]([C:8]1[C:3]([O:2][CH3:1])=[N:4][C:5]([CH3:19])=[N:6][C:7]=1[C:15]([F:18])([F:16])[F:17])#[CH:10], predict the reactants needed to synthesize it. The reactants are: [CH3:1][O:2][C:3]1[C:8]([C:9]#[C:10][Si](C)(C)C)=[C:7]([C:15]([F:18])([F:17])[F:16])[N:6]=[C:5]([CH3:19])[N:4]=1.[F-].C([N+](CCCC)(CCCC)CCCC)CCC.O. (4) Given the product [C:1]([C:5]1[CH:10]=[CH:9][C:8]([S:11]([NH:24][C:22]2[N:21]([C:25]3[CH:34]=[CH:33][CH:32]=[C:31]4[C:26]=3[CH:27]=[CH:28][CH:29]=[N:30]4)[N:20]=[C:19]([C:16]([F:18])([F:15])[CH3:17])[CH:23]=2)(=[O:13])=[O:12])=[CH:7][CH:6]=1)([CH3:4])([CH3:3])[CH3:2], predict the reactants needed to synthesize it. The reactants are: [C:1]([C:5]1[CH:10]=[CH:9][C:8]([S:11](Cl)(=[O:13])=[O:12])=[CH:7][CH:6]=1)([CH3:4])([CH3:3])[CH3:2].[F:15][C:16]([C:19]1[CH:23]=[C:22]([NH2:24])[N:21]([C:25]2[CH:34]=[CH:33][CH:32]=[C:31]3[C:26]=2[CH:27]=[CH:28][CH:29]=[N:30]3)[N:20]=1)([F:18])[CH3:17].[OH-].[Li+].[OH-].[Na+].Cl. (5) The reactants are: [NH2:1][CH2:2][C:3]([NH:5][C:6]1[CH:7]=[C:8]2[C:13](=[CH:14][C:15]=1[O:16][CH2:17][CH2:18][O:19][CH3:20])[N:12]=[CH:11][N:10]=[C:9]2[NH:21][C:22]1[CH:27]=[CH:26][C:25]([O:28][CH2:29][C:30]2[CH:35]=[CH:34][CH:33]=[C:32]([F:36])[CH:31]=2)=[C:24]([Cl:37])[CH:23]=1)=[O:4].[C:38](O)(=[O:41])[CH:39]=[CH2:40].N1C=CC=CC=1.Cl.CN(C)CCCN=C=NCC. Given the product [Cl:37][C:24]1[CH:23]=[C:22]([NH:21][C:9]2[C:8]3[C:13](=[CH:14][C:15]([O:16][CH2:17][CH2:18][O:19][CH3:20])=[C:6]([NH:5][C:3]([CH2:2][NH:1][C:38](=[O:41])[CH:39]=[CH2:40])=[O:4])[CH:7]=3)[N:12]=[CH:11][N:10]=2)[CH:27]=[CH:26][C:25]=1[O:28][CH2:29][C:30]1[CH:35]=[CH:34][CH:33]=[C:32]([F:36])[CH:31]=1, predict the reactants needed to synthesize it. (6) Given the product [NH2:7][C:8]1[C:16]([Cl:17])=[CH:15][CH:14]=[CH:13][C:9]=1[CH2:10][OH:11], predict the reactants needed to synthesize it. The reactants are: B.O1CCCC1.[NH2:7][C:8]1[C:16]([Cl:17])=[CH:15][CH:14]=[CH:13][C:9]=1[C:10](O)=[O:11].[OH-].[Na+]. (7) The reactants are: [Br:1][C:2]1[CH:7]=[CH:6][C:5]([F:8])=[CH:4][C:3]=1[Cl:9].[Cl:10][S:11](O)(=[O:13])=[O:12]. Given the product [Br:1][C:2]1[C:3]([Cl:9])=[CH:4][C:5]([F:8])=[C:6]([S:11]([Cl:10])(=[O:13])=[O:12])[CH:7]=1, predict the reactants needed to synthesize it. (8) Given the product [S:1]1[C:5]2[CH:6]=[CH:7][CH:8]=[CH:9][C:4]=2[N:3]=[C:2]1[C:10]1[C:13]([C:14]2[CH:19]=[CH:18][C:17]([N+:20]([O-:21])=[O:24])=[CH:16][CH:15]=2)=[N:26][NH:25][C:11]=1[NH2:12], predict the reactants needed to synthesize it. The reactants are: [S:1]1[C:5]2[CH:6]=[CH:7][CH:8]=[CH:9][C:4]=2[N:3]=[C:2]1[C:10](=[C:13](Cl)[C:14]1[CH:19]=[CH:18][C:17]([N+:20]([O-])=[O:21])=[CH:16][CH:15]=1)[C:11]#[N:12].[OH2:24].[NH2:25][NH2:26]. (9) The reactants are: [CH2:1]([S:8][CH:9]([CH:34](OC)[O:35]C)[CH2:10][NH:11][C:12]([C:14]1[NH:15][C:16]2[C:21]([CH:22]=1)=[C:20]([CH3:23])[CH:19]=[CH:18][C:17]=2[N:24]([CH3:33])[S:25]([C:28]1[S:29][CH:30]=[CH:31][CH:32]=1)(=[O:27])=[O:26])=[O:13])[C:2]1[CH:7]=[CH:6][CH:5]=[CH:4][CH:3]=1.CC(C)=O. Given the product [CH2:1]([S:8][CH:9]([CH:34]=[O:35])[CH2:10][NH:11][C:12]([C:14]1[NH:15][C:16]2[C:21]([CH:22]=1)=[C:20]([CH3:23])[CH:19]=[CH:18][C:17]=2[N:24]([CH3:33])[S:25]([C:28]1[S:29][CH:30]=[CH:31][CH:32]=1)(=[O:27])=[O:26])=[O:13])[C:2]1[CH:3]=[CH:4][CH:5]=[CH:6][CH:7]=1, predict the reactants needed to synthesize it.